From a dataset of Full USPTO retrosynthesis dataset with 1.9M reactions from patents (1976-2016). Predict the reactants needed to synthesize the given product. (1) Given the product [CH2:51]([O:58][C:59]([N:61]1[CH2:66][CH2:65][N:64]([C:10]([C:8]2[CH:7]=[CH:6][CH:5]=[C:4]([CH:1]3[CH2:2][CH2:3]3)[N:9]=2)=[O:12])[CH2:63][C:62]1([CH3:68])[CH3:67])=[O:60])[C:52]1[CH:53]=[CH:54][CH:55]=[CH:56][CH:57]=1, predict the reactants needed to synthesize it. The reactants are: [CH:1]1([C:4]2[N:9]=[C:8]([C:10]([OH:12])=O)[CH:7]=[CH:6][CH:5]=2)[CH2:3][CH2:2]1.CN(C(ON1N=NC2C=CC=CC1=2)=[N+](C)C)C.[B-](F)(F)(F)F.CCN(C(C)C)C(C)C.FC(F)(F)C(O)=O.[CH2:51]([O:58][C:59]([N:61]1[CH2:66][CH2:65][NH:64][CH2:63][C:62]1([CH3:68])[CH3:67])=[O:60])[C:52]1[CH:57]=[CH:56][CH:55]=[CH:54][CH:53]=1. (2) Given the product [F:37][C:18]1[CH:17]=[C:16]([NH:15][C:12]([NH:13][C:8](=[O:9])[CH2:7][C:1]2[CH:6]=[CH:5][CH:4]=[CH:3][CH:2]=2)=[S:11])[CH:36]=[CH:35][C:19]=1[O:20][C:21]1[CH:26]=[CH:25][N:24]=[C:23]([NH:27][C:28]([N:30]2[CH2:31][CH2:32][CH2:33][CH2:34]2)=[O:29])[CH:22]=1, predict the reactants needed to synthesize it. The reactants are: [C:1]1([CH2:7][C:8](Cl)=[O:9])[CH:6]=[CH:5][CH:4]=[CH:3][CH:2]=1.[S-:11][C:12]#[N:13].[K+].[NH2:15][C:16]1[CH:36]=[CH:35][C:19]([O:20][C:21]2[CH:26]=[CH:25][N:24]=[C:23]([NH:27][C:28]([N:30]3[CH2:34][CH2:33][CH2:32][CH2:31]3)=[O:29])[CH:22]=2)=[C:18]([F:37])[CH:17]=1.C(OCC)C. (3) The reactants are: C(OP([CH2:9][C:10]1[CH:15]=[CH:14][C:13]([N+:16]([O-])=O)=[CH:12][CH:11]=1)(=O)OCC)C.[C:19]([O:23][C:24]([N:26]1[CH2:31][CH2:30][CH:29]([CH2:32][CH:33]=O)[CH2:28][CH2:27]1)=[O:25])([CH3:22])([CH3:21])[CH3:20]. Given the product [C:19]([O:23][C:24]([N:26]1[CH2:31][CH2:30][CH:29]([CH2:32][CH2:33][CH2:9][C:10]2[CH:11]=[CH:12][C:13]([NH2:16])=[CH:14][CH:15]=2)[CH2:28][CH2:27]1)=[O:25])([CH3:22])([CH3:21])[CH3:20], predict the reactants needed to synthesize it. (4) Given the product [N:15]1([CH2:20][C:21]([N:23]2[CH2:27][C@H:26]([O:28][C:46]3[CH:51]=[CH:50][CH:49]=[CH:48][CH:47]=3)[CH2:25][C@H:24]2[C:29]([NH:31][C:32]2[CH:33]=[CH:34][C:35]([O:38][C:39]3[CH:40]=[CH:41][C:42]([F:45])=[CH:43][CH:44]=3)=[CH:36][CH:37]=2)=[O:30])=[O:22])[CH:19]=[N:18][CH:17]=[N:16]1, predict the reactants needed to synthesize it. The reactants are: CC(OC(/N=N/C(OC(C)C)=O)=O)C.[N:15]1([CH2:20][C:21]([N:23]2[CH2:27][C@H:26]([OH:28])[CH2:25][C@H:24]2[C:29]([NH:31][C:32]2[CH:37]=[CH:36][C:35]([O:38][C:39]3[CH:44]=[CH:43][C:42]([F:45])=[CH:41][CH:40]=3)=[CH:34][CH:33]=2)=[O:30])=[O:22])[CH:19]=[N:18][CH:17]=[N:16]1.[C:46]1(O)[CH:51]=[CH:50][CH:49]=[CH:48][CH:47]=1.C1(P(C2C=CC=CC=2)C2C=CC=CC=2)C=CC=CC=1. (5) Given the product [O:24]1[CH2:29][CH2:28][CH2:27][CH2:26][CH:25]1[N:30]1[C:34]([C:2]2[CH:3]=[C:4]3[C:13](=[CH:14][CH:15]=2)[C:12]2[N:8]([CH:9]=[C:10]([C:16]4[N:20]([CH:21]([CH3:23])[CH3:22])[N:19]=[CH:18][N:17]=4)[N:11]=2)[CH2:7][CH2:6][O:5]3)=[CH:33][CH:32]=[N:31]1, predict the reactants needed to synthesize it. The reactants are: Br[C:2]1[CH:3]=[C:4]2[C:13](=[CH:14][CH:15]=1)[C:12]1[N:8]([CH:9]=[C:10]([C:16]3[N:20]([CH:21]([CH3:23])[CH3:22])[N:19]=[CH:18][N:17]=3)[N:11]=1)[CH2:7][CH2:6][O:5]2.[O:24]1[CH2:29][CH2:28][CH2:27][CH2:26][CH:25]1[N:30]1[C:34](B(O)O)=[CH:33][CH:32]=[N:31]1.C([O-])([O-])=O.[Na+].[Na+]. (6) Given the product [CH2:27]([N:34]1[CH2:39][CH2:38][CH2:37][CH:36]([CH:40]([C:8]2[C:7]([Cl:6])=[CH:12][N:11]=[C:10]3[N:13]([Si:16]([CH:23]([CH3:25])[CH3:24])([CH:20]([CH3:22])[CH3:21])[CH:17]([CH3:19])[CH3:18])[CH:14]=[CH:15][C:9]=23)[OH:41])[CH2:35]1)[C:28]1[CH:33]=[CH:32][CH:31]=[CH:30][CH:29]=1, predict the reactants needed to synthesize it. The reactants are: [Li]CCCC.[Cl:6][C:7]1[C:8](I)=[C:9]2[CH:15]=[CH:14][N:13]([Si:16]([CH:23]([CH3:25])[CH3:24])([CH:20]([CH3:22])[CH3:21])[CH:17]([CH3:19])[CH3:18])[C:10]2=[N:11][CH:12]=1.[CH2:27]([N:34]1[CH2:39][CH2:38][CH2:37][CH:36]([CH:40]=[O:41])[CH2:35]1)[C:28]1[CH:33]=[CH:32][CH:31]=[CH:30][CH:29]=1. (7) Given the product [CH2:1]([C@@H:8]([C:9]([N:41]([CH2:40][CH2:39][OH:38])[C:42]1[S:43][CH:44]=[C:45]([C:47]2[CH:52]=[CH:51][CH:50]=[CH:49][C:48]=2[C:25]2[CH:26]=[N:27][C:22]([O:21][CH3:20])=[CH:23][CH:24]=2)[N:46]=1)=[O:11])[CH2:12][C:13]([OH:15])=[O:14])[C:2]1[CH:3]=[CH:4][CH:5]=[CH:6][CH:7]=1.[CH2:31]([O:38][CH2:39][CH2:40][NH:41][C:42]1[S:43][CH:44]=[C:45]([C:47]2[CH:52]=[CH:51][CH:50]=[CH:49][C:48]=2[Br:53])[N:46]=1)[C:32]1[CH:33]=[CH:34][CH:35]=[CH:36][CH:37]=1, predict the reactants needed to synthesize it. The reactants are: [CH2:1]([C@H:8]([CH2:12][C:13]([O:15]C(C)(C)C)=[O:14])[C:9]([OH:11])=O)[C:2]1[CH:7]=[CH:6][CH:5]=[CH:4][CH:3]=1.[CH3:20][O:21][C:22]1[N:27]=[CH:26][C:25](B(O)O)=[CH:24][CH:23]=1.[CH2:31]([O:38][CH2:39][CH2:40][NH:41][C:42]1[S:43][CH:44]=[C:45]([C:47]2[CH:52]=[CH:51][CH:50]=[CH:49][C:48]=2[Br:53])[N:46]=1)[C:32]1[CH:37]=[CH:36][CH:35]=[CH:34][CH:33]=1.